Dataset: Reaction yield outcomes from USPTO patents with 853,638 reactions. Task: Predict the reaction yield, written as a fraction of the theoretical maximum amount of product (1.0 means a 100% yield; for example, 0.34 means a 34% yield). (1) The reactants are [C:1]([N:4]1[C:13]2[C:8](=[C:9]([O:15][C:16]3[CH:23]=[CH:22][CH:21]=[CH:20][C:17]=3[C:18]#[N:19])[C:10](Br)=[CH:11][CH:12]=2)[CH2:7][CH2:6][C@@H:5]1[CH3:24])(=[O:3])[CH3:2].[CH3:25][N:26]1[CH2:31][CH2:30][CH:29]([N:32]2[CH:36]=[C:35](B3OC(C)(C)C(C)(C)O3)[CH:34]=[N:33]2)[CH2:28][CH2:27]1.C(=O)([O-])[O-].[Cs+].[Cs+]. The catalyst is CC(C1C=C(C(C)C)C(C2C=CC=C(P(C3CCCCC3)C3CCCCC3)C=2)=C(C(C)C)C=1)C.C1C=[C-]C(C2C(N)=CC=CC=2)=CC=1.Cl[Pd+].O1CCOCC1.O. The product is [C:1]([N:4]1[C:13]2[C:8](=[C:9]([O:15][C:16]3[CH:23]=[CH:22][CH:21]=[CH:20][C:17]=3[C:18]#[N:19])[C:10]([C:35]3[CH:34]=[N:33][N:32]([CH:29]4[CH2:30][CH2:31][N:26]([CH3:25])[CH2:27][CH2:28]4)[CH:36]=3)=[CH:11][CH:12]=2)[CH2:7][CH2:6][C@@H:5]1[CH3:24])(=[O:3])[CH3:2]. The yield is 0.820. (2) The reactants are [Al].[CH2:2]([C:9]1[CH:17]=[CH:16][C:12]([C:13]([OH:15])=[O:14])=[CH:11][CH:10]=1)[C:3]1[CH:8]=[CH:7][CH:6]=[CH:5][CH:4]=1.C1C(=O)N([I:25])C(=O)C1.C(S([O-])(=O)=O)(F)(F)F.C(S([O-])(=O)=O)(F)(F)F.C(S([O-])(=O)=O)(F)(F)F.[Yb+3]. The catalyst is CC#N. The product is [I:25][C:6]1[CH:5]=[CH:4][C:3]([CH2:2][C:9]2[CH:10]=[CH:11][C:12]([C:13]([OH:15])=[O:14])=[CH:16][CH:17]=2)=[CH:8][CH:7]=1. The yield is 0.760.